From a dataset of Full USPTO retrosynthesis dataset with 1.9M reactions from patents (1976-2016). Predict the reactants needed to synthesize the given product. (1) Given the product [NH2:1][C:4]1[CH:9]=[CH:8][C:7]([C:10]2[CH:11]=[C:12]([CH:17]=[CH:18][N:19]=2)[C:13]([O:15][CH3:16])=[O:14])=[CH:6][C:5]=1[C:20]#[N:21], predict the reactants needed to synthesize it. The reactants are: [N:1]([C:4]1[CH:9]=[CH:8][C:7]([C:10]2[CH:11]=[C:12]([CH:17]=[CH:18][N:19]=2)[C:13]([O:15][CH3:16])=[O:14])=[CH:6][C:5]=1[C:20]#[N:21])=[N+]=[N-].[H][H]. (2) Given the product [C:1]1([C:27]2[CH:28]=[CH:29][CH:30]=[CH:31][CH:32]=2)[CH:2]=[CH:3][C:4]([C:7]([N:9]2[CH2:13][C:12](=[N:14][O:15][CH3:16])[CH2:11][C@H:10]2[CH2:17][C:18]([NH2:41])=[O:20])=[O:8])=[CH:5][CH:6]=1, predict the reactants needed to synthesize it. The reactants are: [C:1]1(C2C=CC=CC=2)[CH:6]=[CH:5][C:4]([C:7]([N:9]2[CH2:13][C:12](=[N:14][O:15][CH3:16])[CH2:11][C@H:10]2[CH2:17][C:18]([OH:20])=O)=[O:8])=[CH:3][CH:2]=1.[CH:27]1[CH:28]=[CH:29][C:30]2N(O)N=N[C:31]=2[CH:32]=1.C(Cl)CCl.[NH3:41].O1CCOCC1.